Binary Classification. Given a miRNA mature sequence and a target amino acid sequence, predict their likelihood of interaction. From a dataset of Experimentally validated miRNA-target interactions with 360,000+ pairs, plus equal number of negative samples. (1) The protein sequence of the target gene is MSHVAVENALGLDQQFAGLDLNSSDNQSGGSTASKGRYIPPHLRNREATKGFYDKDSSGWSSSKDKDAYSSFGSRSDSRGKSSFFSDRGSGSRGRFDDRGRSDYDGIGSRGDRSGFGKFERGGNSRWCDKSDEDDWSKPLPPSERLEQELFSGGNTGINFEKYDDIPVEATGNNCPPHIESFSDVEMGEIIMGNIELTRYTRPTPVQKHAIPIIKEKRDLMACAQTGSGKTAAFLLPILSQIYSDGPGEALRAMKENGRYGRRKQYPISLVLAPTRELAVQIYEEARKFSYRSRVRPCVV.... Result: 1 (interaction). The miRNA is hsa-miR-216b-3p with sequence ACACACUUACCCGUAGAGAUUCUA. (2) The miRNA is mmu-miR-6945-3p with sequence UCUGAGCUCUGCCCUUCCCAU. The protein sequence of the target gene is MNIMDFNVKKLAADAGTFLSRAVQFTEEKLGQAEKTELDAHLENLLSKAECTKIWTEKIMKQTEVLLQPNPNARIEEFVYEKLDRKAPSRINNPELLGQYMIDAGTEFGPGTAYGNALIKCGETQKRIGTADRELIQTSALNFLTPLRNFIEGDYKTIAKERKLLQNKRLDLDAAKTRLKKAKAAETKSSSEQELRITQSEFDRQAEITRLLLEGISSTHAHHLRCLNDFVEAQMTYYAQCYQYMLDLQKQLGSFPSNYLSNNNQTSGTPVPYALSNAIGPSAQASTGSLVITCPSNLND.... Result: 0 (no interaction). (3) The miRNA is hsa-miR-3148 with sequence UGGAAAAAACUGGUGUGUGCUU. The protein sequence of the target gene is MATSVLCCLRCCRDGGTGHIPLKEMPAVQLDTQHMGTDVVIVKNGRRICGTGGCLASAPLHQNKSYFEFKIQSTGIWGIGVATQKVNLNQIPLGRDMHSLVMRNDGALYHNNEEKNRLPANSLPQEGDVVGITYDHVELNVYLNGKNMHCPASGIRGTVYPVVYVDDSAILDCQFSEFYHTPPPGFEKILFEQQIF. Result: 0 (no interaction).